This data is from Forward reaction prediction with 1.9M reactions from USPTO patents (1976-2016). The task is: Predict the product of the given reaction. (1) Given the reactants OS(C(F)(F)F)(=O)=O.[N:9]1[C:14]2[CH:15]=[CH:16][S:17][C:13]=2[C:12]([N:18]2[CH2:23][CH2:22][CH:21]([CH2:24][CH2:25][NH2:26])[CH2:20][CH2:19]2)=[N:11][CH:10]=1.[C:27](Cl)(=[O:32])[C:28]([CH3:31])([CH3:30])[CH3:29], predict the reaction product. The product is: [N:9]1[C:14]2[CH:15]=[CH:16][S:17][C:13]=2[C:12]([N:18]2[CH2:23][CH2:22][CH:21]([CH2:24][CH2:25][NH:26][C:27](=[O:32])[C:28]([CH3:31])([CH3:30])[CH3:29])[CH2:20][CH2:19]2)=[N:11][CH:10]=1. (2) Given the reactants [Br:1][C:2]1[C:7]2[CH:8]=[CH:9][NH:10][C:6]=2[C:5]([Br:11])=[CH:4][N:3]=1.IC.[C:14](=O)([O-])[O-].[K+].[K+], predict the reaction product. The product is: [Br:1][C:2]1[C:7]2[CH:8]=[CH:9][N:10]([CH3:14])[C:6]=2[C:5]([Br:11])=[CH:4][N:3]=1.